This data is from Catalyst prediction with 721,799 reactions and 888 catalyst types from USPTO. The task is: Predict which catalyst facilitates the given reaction. (1) Reactant: [CH2:1]([O:8][C:9]1[CH:14]=[CH:13][C:12]([C:15]#[N:16])=[CH:11][C:10]=1[CH:17]([CH2:21][C:22]1[CH:27]=[CH:26][CH:25]=[CH:24][CH:23]=1)[C:18](O)=[O:19])[C:2]1[CH:7]=[CH:6][CH:5]=[CH:4][CH:3]=1.S(Cl)([Cl:30])=O.CN(C)C=O. Product: [CH2:1]([O:8][C:9]1[CH:14]=[CH:13][C:12]([C:15]#[N:16])=[CH:11][C:10]=1[CH:17]([CH2:21][C:22]1[CH:27]=[CH:26][CH:25]=[CH:24][CH:23]=1)[C:18]([Cl:30])=[O:19])[C:2]1[CH:7]=[CH:6][CH:5]=[CH:4][CH:3]=1. The catalyst class is: 4. (2) Reactant: C([O:5][C:6](=[O:35])[C:7]([S:10][C:11]1[S:12][CH:13]=[C:14]([CH2:16][CH2:17][N:18]([CH2:28][CH2:29][CH2:30][CH2:31][CH2:32][CH2:33][CH3:34])[C:19]2[CH:24]=[CH:23][C:22]([N+:25]([O-:27])=[O:26])=[CH:21][CH:20]=2)[N:15]=1)([CH3:9])[CH3:8])(C)(C)C.FC(F)(F)C(O)=O. Product: [CH2:28]([N:18]([C:19]1[CH:20]=[CH:21][C:22]([N+:25]([O-:27])=[O:26])=[CH:23][CH:24]=1)[CH2:17][CH2:16][C:14]1[N:15]=[C:11]([S:10][C:7]([CH3:9])([CH3:8])[C:6]([OH:35])=[O:5])[S:12][CH:13]=1)[CH2:29][CH2:30][CH2:31][CH2:32][CH2:33][CH3:34]. The catalyst class is: 4. (3) Reactant: Cl.Cl[C:3]1[N:16]2[C:7](=[N:8][C:9]3[C:14]([C:15]2=[O:17])=[C:13]([F:18])[CH:12]=[CH:11][CH:10]=3)[C:6]2[CH:19]=[CH:20][N:21](S(C3C=CC(C)=CC=3)(=O)=O)[C:5]=2[N:4]=1.[CH3:32][N:33]([CH3:50])[C@H:34]([CH3:49])[C:35]([N:37]1[C:45]2[C:40](=[CH:41][C:42]([O:47][CH3:48])=[C:43]([NH2:46])[CH:44]=2)[CH2:39][CH2:38]1)=[O:36].[CH3:51][NH2:52].[OH-].[K+]. Product: [CH3:32][N:33]([CH3:50])[C@@H:34]([C:35]([N:37]1[C:45]2[C:40](=[CH:41][C:42]([O:47][CH3:48])=[C:43]([NH:46][C:3]3[NH:4][C:5]4=[N:21][CH:20]=[CH:19][C:6]4=[C:7]([NH:8][C:9]4[CH:10]=[CH:11][CH:12]=[C:13]([F:18])[C:14]=4[C:15]([NH:52][CH3:51])=[O:17])[N:16]=3)[CH:44]=2)[CH2:39][CH2:38]1)=[O:36])[CH3:49]. The catalyst class is: 56. (4) The catalyst class is: 32. Reactant: [F:1][C:2]1[CH:7]=[CH:6][C:5]([C:8]2[N:9]=[C:10]3[N:14]([CH:15]=2)[C:13]([CH3:16])=[C:12]([C:17]#[N:18])[S:11]3)=[CH:4][CH:3]=1.Cl.[NH2:20][OH:21].C(N(CC)CC)C. Product: [F:1][C:2]1[CH:3]=[CH:4][C:5]([C:8]2[N:9]=[C:10]3[N:14]([CH:15]=2)[C:13]([CH3:16])=[C:12]([C:17]([NH:20][OH:21])=[NH:18])[S:11]3)=[CH:6][CH:7]=1. (5) Reactant: C(OC(=O)[NH:10][C@H:11]1[CH2:16][CH2:15][C@H:14]([CH2:17][NH:18][C:19]2[N:28]=[C:27]([N:29]([CH3:31])[CH3:30])[C:26]3[C:21](=[CH:22][CH:23]=[CH:24][CH:25]=3)[N:20]=2)[CH2:13][CH2:12]1)C1C=CC=CC=1.C(N(C(C)C)CC)(C)C.[Br:42][C:43]1[CH:48]=[CH:47][C:46]([S:49](Cl)(=[O:51])=[O:50])=[C:45]([O:53][C:54]([F:57])([F:56])[F:55])[CH:44]=1. Product: [Br:42][C:43]1[CH:48]=[CH:47][C:46]([S:49]([NH:10][C@H:11]2[CH2:16][CH2:15][C@H:14]([CH2:17][NH:18][C:19]3[N:28]=[C:27]([N:29]([CH3:31])[CH3:30])[C:26]4[C:21](=[CH:22][CH:23]=[CH:24][CH:25]=4)[N:20]=3)[CH2:13][CH2:12]2)(=[O:51])=[O:50])=[C:45]([O:53][C:54]([F:57])([F:56])[F:55])[CH:44]=1. The catalyst class is: 687. (6) Reactant: [I:1][C:2]1[CH:7]=[C:6]([N+:8]([O-])=O)[CH:5]=[CH:4][C:3]=1[O:11][CH3:12].[NH4+].[Cl-]. Product: [I:1][C:2]1[CH:7]=[C:6]([CH:5]=[CH:4][C:3]=1[O:11][CH3:12])[NH2:8]. The catalyst class is: 406. (7) Reactant: CC(C)([O-])C.[K+].[CH2:7]([O:14][C:15]1[CH:16]=[CH:17][C:18]2[C:19]3[N:27]([CH2:28][CH2:29][CH2:30][NH:31][C:32](=[O:38])[O:33][C:34]([CH3:37])([CH3:36])[CH3:35])[C:26]([CH2:39]Cl)=[N:25][C:20]=3[CH:21]=[N:22][C:23]=2[CH:24]=1)[C:8]1[CH:13]=[CH:12][CH:11]=[CH:10][CH:9]=1. Product: [CH2:7]([O:14][C:15]1[CH:24]=[C:23]2[C:18]([C:19]3[N:27]4[CH2:28][CH2:29][CH2:30][N:31]([C:32]([O:33][C:34]([CH3:37])([CH3:36])[CH3:35])=[O:38])[CH2:39][C:26]4=[N:25][C:20]=3[CH:21]=[N:22]2)=[CH:17][CH:16]=1)[C:8]1[CH:13]=[CH:12][CH:11]=[CH:10][CH:9]=1. The catalyst class is: 1. (8) Reactant: [CH3:1][C@@H:2]1[C@H:6]([C:7]2[CH:12]=[CH:11][CH:10]=[CH:9][CH:8]=2)[O:5][C:4](=[O:13])[N:3]1[C:14](=[O:22])[CH2:15][C:16]1[CH:21]=[CH:20][CH:19]=[CH:18][CH:17]=1.C[Si]([N-][Si](C)(C)C)(C)C.[Li+].[CH:33]1([CH2:38]OS(C(F)(F)F)(=O)=O)[CH2:37][CH2:36][CH2:35][CH2:34]1. Product: [CH:33]1([CH2:38][C@H:15]([C:16]2[CH:17]=[CH:18][CH:19]=[CH:20][CH:21]=2)[C:14]([N:3]2[C@H:2]([CH3:1])[C@H:6]([C:7]3[CH:8]=[CH:9][CH:10]=[CH:11][CH:12]=3)[O:5][C:4]2=[O:13])=[O:22])[CH2:37][CH2:36][CH2:35][CH2:34]1. The catalyst class is: 56. (9) Reactant: Br.Br.[NH2:3][CH2:4][C:5]1[CH:19]=[CH:18][C:8]([C:9]([NH:11][C:12]2[CH:13]=[N:14][CH:15]=[CH:16][CH:17]=2)=[O:10])=[CH:7][CH:6]=1. Product: [NH2:3][CH2:4][C:5]1[CH:6]=[CH:7][C:8]([C:9]([NH:11][C:12]2[CH:13]=[N:14][CH:15]=[CH:16][CH:17]=2)=[O:10])=[CH:18][CH:19]=1. The catalyst class is: 328.